Dataset: Full USPTO retrosynthesis dataset with 1.9M reactions from patents (1976-2016). Task: Predict the reactants needed to synthesize the given product. (1) Given the product [CH:31]1([N:20]2[C:19]3[N:18]=[C:17]([NH:1][C:2]4[CH:3]=[CH:4][C:5]([C:12]([O-:14])=[O:13])=[C:6]5[C:10]=4[O:9][CH:8]([CH3:11])[CH2:7]5)[N:26]=[CH:25][C:24]=3[N:23]([CH3:27])[C:22](=[O:28])[C@H:21]2[CH2:29][CH3:30])[CH2:32][CH2:33][CH2:34][CH2:35]1.[CH3:11][CH:8]1[CH2:7][C:6]2=[C:5]([C:12]([O-:14])=[O:13])[CH:4]=[CH:3][CH:2]=[C:10]2[O:9]1, predict the reactants needed to synthesize it. The reactants are: [NH2:1][C:2]1[CH:3]=[CH:4][C:5]([C:12]([O:14]C)=[O:13])=[C:6]2[C:10]=1[O:9][CH:8]([CH3:11])[CH2:7]2.Cl[C:17]1[N:26]=[CH:25][C:24]2[N:23]([CH3:27])[C:22](=[O:28])[C@@H:21]([CH2:29][CH3:30])[N:20]([CH:31]3[CH2:35][CH2:34][CH2:33][CH2:32]3)[C:19]=2[N:18]=1.O.C1(C)C=CC(S(O)(=O)=O)=CC=1. (2) Given the product [F:1][C:2]1([F:26])[C:3](=[O:25])[N:4]([CH2:22][C:23]#[CH:24])[C:5]2[CH:11]=[C:10]([N:12]3[C:27](=[O:28])[C:32]([CH3:33])=[C:15]([C:16]([F:19])([F:18])[F:17])[CH:14]=[N:13]3)[C:9]([F:21])=[CH:8][C:6]=2[O:7]1, predict the reactants needed to synthesize it. The reactants are: [F:1][C:2]1([F:26])[O:7][C:6]2[CH:8]=[C:9]([F:21])[C:10]([NH:12]/[N:13]=[CH:14]/[C:15](=O)[C:16]([F:19])([F:18])[F:17])=[CH:11][C:5]=2[N:4]([CH2:22][C:23]#[CH:24])[C:3]1=[O:25].[C:27]([CH2:32][CH:33]=P(C1C=CC=CC=1)(C1C=CC=CC=1)C1C=CC=CC=1)(OCC)=[O:28].C1(P(=O)(C2C=CC=CC=2)C2C=CC=CC=2)C=CC=CC=1.